From a dataset of NCI-60 drug combinations with 297,098 pairs across 59 cell lines. Regression. Given two drug SMILES strings and cell line genomic features, predict the synergy score measuring deviation from expected non-interaction effect. Drug 1: C1=NC2=C(N=C(N=C2N1C3C(C(C(O3)CO)O)O)F)N. Drug 2: CN1C(=O)N2C=NC(=C2N=N1)C(=O)N. Cell line: HL-60(TB). Synergy scores: CSS=61.4, Synergy_ZIP=-4.10, Synergy_Bliss=-2.92, Synergy_Loewe=-24.0, Synergy_HSA=-0.679.